Predict which catalyst facilitates the given reaction. From a dataset of Catalyst prediction with 721,799 reactions and 888 catalyst types from USPTO. (1) Reactant: [C:1]([NH:4][NH:5][C:6]([C:8]1[C:18]2=[C:19]3[C:14](=[CH:15][CH:16]=[CH:17]2)[CH2:13][CH2:12][CH2:11][N:10]3[CH:9]=1)=[O:7])(=O)[CH3:2].CC[N+](S(N=C(OC)[O-])(=O)=O)(CC)CC. Product: [C:8]1([C:6]2[O:7][C:1]([CH3:2])=[N:4][N:5]=2)[C:18]2=[C:19]3[C:14](=[CH:15][CH:16]=[CH:17]2)[CH2:13][CH2:12][CH2:11][N:10]3[CH:9]=1. The catalyst class is: 348. (2) Reactant: [CH2:1]([N:8]([CH2:10][C:11]1[C:19]2[C:18](=[O:20])[N:17]([C:21]3[CH:26]=[CH:25][C:24]([O:27][CH3:28])=[CH:23][CH:22]=3)[C:16](=[O:29])[N:15]([CH2:30][C:31]3[C:36]([F:37])=[CH:35][CH:34]=[CH:33][C:32]=3[F:38])[C:14]=2[S:13][C:12]=1[C:39]1[CH:44]=[CH:43][C:42]([NH:45][C:46]([NH:48][O:49][CH3:50])=[O:47])=[CH:41][CH:40]=1)C)C1C=CC=CC=1.[ClH:51]. Product: [ClH:51].[CH3:1][NH:8][CH2:10][C:11]1[C:19]2[C:18](=[O:20])[N:17]([C:21]3[CH:22]=[CH:23][C:24]([O:27][CH3:28])=[CH:25][CH:26]=3)[C:16](=[O:29])[N:15]([CH2:30][C:31]3[C:32]([F:38])=[CH:33][CH:34]=[CH:35][C:36]=3[F:37])[C:14]=2[S:13][C:12]=1[C:39]1[CH:40]=[CH:41][C:42]([NH:45][C:46]([NH:48][O:49][CH3:50])=[O:47])=[CH:43][CH:44]=1. The catalyst class is: 178. (3) Reactant: [C:1]([O:5][C:6]([N:8]1[CH:13]([CH2:14][CH3:15])[CH2:12][CH:11]([NH2:16])[CH2:10][CH:9]1[CH2:17][C:18]1[CH:23]=[CH:22][CH:21]=[CH:20][CH:19]=1)=[O:7])([CH3:4])([CH3:3])[CH3:2].[CH2:24]([O:26][C:27]([C:29]1[N:30]=[C:31](Cl)[O:32][CH:33]=1)=[O:28])[CH3:25].C(N(CC)C(C)C)(C)C.O. Product: [C:1]([O:5][C:6]([N:8]1[CH:13]([CH2:14][CH3:15])[CH2:12][CH:11]([NH:16][C:31]2[O:32][CH:33]=[C:29]([C:27]([O:26][CH2:24][CH3:25])=[O:28])[N:30]=2)[CH2:10][CH:9]1[CH2:17][C:18]1[CH:19]=[CH:20][CH:21]=[CH:22][CH:23]=1)=[O:7])([CH3:2])([CH3:3])[CH3:4]. The catalyst class is: 3.